This data is from Peptide-MHC class II binding affinity with 134,281 pairs from IEDB. The task is: Regression. Given a peptide amino acid sequence and an MHC pseudo amino acid sequence, predict their binding affinity value. This is MHC class II binding data. (1) The peptide sequence is AAVPAVGAAAGAPAA. The MHC is HLA-DPA10201-DPB10501 with pseudo-sequence HLA-DPA10201-DPB10501. The binding affinity (normalized) is 0.146. (2) The peptide sequence is YQNPTTYISVGTSTLNQ. The MHC is HLA-DQA10501-DQB10201 with pseudo-sequence HLA-DQA10501-DQB10201. The binding affinity (normalized) is 0.106. (3) The peptide sequence is GILQAYDLRDAPETP. The MHC is HLA-DQA10104-DQB10503 with pseudo-sequence HLA-DQA10104-DQB10503. The binding affinity (normalized) is 0.624. (4) The peptide sequence is PFCSHHFHELQLKDG. The MHC is HLA-DQA10601-DQB10402 with pseudo-sequence HLA-DQA10601-DQB10402. The binding affinity (normalized) is 0.485. (5) The peptide sequence is ASQKRPSQRHGSKYLA. The MHC is H-2-IAu with pseudo-sequence H-2-IAu. The binding affinity (normalized) is 0.0935. (6) The peptide sequence is SQWGWCGSTDEYCSP. The MHC is HLA-DPA10201-DPB10101 with pseudo-sequence HLA-DPA10201-DPB10101. The binding affinity (normalized) is 0.